Task: Predict the product of the given reaction.. Dataset: Forward reaction prediction with 1.9M reactions from USPTO patents (1976-2016) (1) Given the reactants [OH:1][C:2]1[CH:19]=[C:18]2[C:5]([C@@:6]3([CH3:25])[C@H:15]([CH2:16][S:17]2(=[O:21])=[O:20])[C@:14]2([CH3:22])[C@H:9]([C:10]([CH3:24])([CH3:23])[CH2:11][CH2:12][CH2:13]2)[CH2:8][CH2:7]3)=[C:4]([C:26]([OH:28])=O)[CH:3]=1.CN(C(ON1N=NC2C=CC=NC1=2)=[N+](C)C)C.F[P-](F)(F)(F)(F)F.CN1CCOCC1.[C:60]([N:67]1[CH2:72][CH2:71][NH:70][CH2:69][CH2:68]1)([O:62][C:63]([CH3:66])([CH3:65])[CH3:64])=[O:61], predict the reaction product. The product is: [OH:1][C:2]1[CH:19]=[C:18]2[C:5]([C@@:6]3([CH3:25])[C@H:15]([CH2:16][S:17]2(=[O:21])=[O:20])[C@:14]2([CH3:22])[C@H:9]([C:10]([CH3:24])([CH3:23])[CH2:11][CH2:12][CH2:13]2)[CH2:8][CH2:7]3)=[C:4]([C:26]([N:70]2[CH2:69][CH2:68][N:67]([C:60]([O:62][C:63]([CH3:66])([CH3:65])[CH3:64])=[O:61])[CH2:72][CH2:71]2)=[O:28])[CH:3]=1. (2) Given the reactants [NH2:1][C:2]1[N:7]=[C:6]([C:8]2[O:9][CH:10]=[CH:11][CH:12]=2)[C:5]([C:13]#[N:14])=[C:4](S(C)=O)[N:3]=1.[C:18]1([S:24][CH2:25][CH2:26][NH2:27])[CH:23]=[CH:22][CH:21]=[CH:20][CH:19]=1, predict the reaction product. The product is: [NH2:1][C:2]1[N:7]=[C:6]([C:8]2[O:9][CH:10]=[CH:11][CH:12]=2)[C:5]([C:13]#[N:14])=[C:4]([NH:27][CH2:26][CH2:25][S:24][C:18]2[CH:23]=[CH:22][CH:21]=[CH:20][CH:19]=2)[N:3]=1. (3) Given the reactants [Cl:1][S:2]([OH:5])(=O)=[O:3].[CH3:6][C:7]1[CH:19]=[CH:18][CH:17]=[CH:16][C:8]=1[O:9][CH2:10][C:11]([O:13][CH2:14][CH3:15])=[O:12], predict the reaction product. The product is: [Cl:1][S:2]([C:18]1[CH:17]=[CH:16][C:8]([O:9][CH2:10][C:11]([O:13][CH2:14][CH3:15])=[O:12])=[C:7]([CH3:6])[CH:19]=1)(=[O:5])=[O:3]. (4) Given the reactants Cl[C:2]1[N:7]=[C:6]([N:8]2[CH2:14][C@H:13]3[N:15]([C:16]([CH:18]4[CH2:20][CH2:19]4)=[O:17])[C@H:10]([CH2:11][CH2:12]3)[CH2:9]2)[CH:5]=[CH:4][N:3]=1.[NH:21]1[CH:25]=[C:24]([NH2:26])[CH:23]=[N:22]1, predict the reaction product. The product is: [CH:18]1([C:16]([N:15]2[C@H:13]3[CH2:12][CH2:11][C@@H:10]2[CH2:9][N:8]([C:6]2[CH:5]=[CH:4][N:3]=[C:2]([NH:26][C:24]4[CH:25]=[N:21][NH:22][CH:23]=4)[N:7]=2)[CH2:14]3)=[O:17])[CH2:20][CH2:19]1. (5) The product is: [N:25]([CH2:2][C:3]1[CH:4]=[N:5][C:6]([C:9]([F:12])([F:11])[F:10])=[N:7][CH:8]=1)=[N+:26]=[N-:27]. Given the reactants O[CH2:2][C:3]1[CH:4]=[N:5][C:6]([C:9]([F:12])([F:11])[F:10])=[N:7][CH:8]=1.C(N(CC)CC)C.CS(Cl)(=O)=O.[N-:25]=[N+:26]=[N-:27].[Na+], predict the reaction product. (6) Given the reactants [Cl:1][C:2]1[N:7]=[CH:6][C:5]([NH2:8])=[C:4](I)[CH:3]=1.[C:10]([C:12]1([CH3:15])[CH2:14][CH2:13]1)#[CH:11], predict the reaction product. The product is: [Cl:1][C:2]1[N:7]=[CH:6][C:5]([NH2:8])=[C:4]([C:11]#[C:10][C:12]2([CH3:15])[CH2:14][CH2:13]2)[CH:3]=1. (7) Given the reactants NC[C:3]1[CH:24]=[CH:23][C:6]([C:7]([NH:9][C:10]2[CH:15]=[CH:14][C:13]([Cl:16])=[C:12]([C:17]3[CH:22]=[CH:21][CH:20]=[CH:19][N:18]=3)[CH:11]=2)=[O:8])=[CH:5][CH:4]=1.CC(O)=O.C=O.C(O[BH-](OC(=O)C)OC(=O)C)(=O)C.[Na+].[CH3:45][N:46]([CH:48]=O)[CH3:47], predict the reaction product. The product is: [Cl:16][C:13]1[CH:14]=[CH:15][C:10]([NH:9][C:7](=[O:8])[C:6]2[CH:5]=[CH:4][C:3]([CH2:48][N:46]([CH3:45])[CH3:47])=[CH:24][CH:23]=2)=[CH:11][C:12]=1[C:17]1[CH:22]=[CH:21][CH:20]=[CH:19][N:18]=1. (8) The product is: [CH2:1]([O:3][C:4]([C:6]1[C:7](=[O:18])[N:8]([CH2:22][CH2:23][CH:24]([CH3:26])[CH3:25])[N:9]=[C:10]([C:13]2[S:14][CH:15]=[CH:16][CH:17]=2)[C:11]=1[OH:12])=[O:5])[CH3:2]. Given the reactants [CH2:1]([O:3][C:4]([C:6]1[C:7](=[O:18])[NH:8][N:9]=[C:10]([C:13]2[S:14][CH:15]=[CH:16][CH:17]=2)[C:11]=1[OH:12])=[O:5])[CH3:2].[H-].[Na+].Br[CH2:22][CH2:23][CH:24]([CH3:26])[CH3:25], predict the reaction product. (9) The product is: [C:14]1([C@H:12]2[C@@H:11]([C:20]([O:22][CH2:23][CH3:24])=[O:21])[CH2:10][CH2:9][N:8]([C:1]([O:26][C:11]([CH3:20])([CH3:12])[CH3:10])=[O:25])[CH2:13]2)[CH:15]=[CH:16][CH:17]=[CH:18][CH:19]=1. Given the reactants [CH2:1]([N:8]1[CH2:13][C:12]([C:14]2[CH:19]=[CH:18][CH:17]=[CH:16][CH:15]=2)=[C:11]([C:20]([O:22][CH2:23][CH3:24])=[O:21])[CH2:10][CH2:9]1)C1C=CC=CC=1.[OH-:25].[OH-:26].[Pd+2], predict the reaction product. (10) Given the reactants [C:1]12([C:11]3[CH:16]=[CH:15][C:14]([NH:17]C(=O)OC(C)(C)C)=[CH:13][CH:12]=3)[CH2:10][CH:5]3[CH2:6][CH:7]([CH2:9][CH:3]([CH2:4]3)[CH2:2]1)[CH2:8]2.Cl.C(OCC)(=O)C, predict the reaction product. The product is: [C:1]12([C:11]3[CH:12]=[CH:13][C:14]([NH2:17])=[CH:15][CH:16]=3)[CH2:2][CH:3]3[CH2:4][CH:5]([CH2:6][CH:7]([CH2:9]3)[CH2:8]1)[CH2:10]2.